Task: Predict the reaction yield, written as a fraction of the theoretical maximum amount of product (1.0 means a 100% yield; for example, 0.34 means a 34% yield).. Dataset: Reaction yield outcomes from USPTO patents with 853,638 reactions (1) The yield is 0.690. The reactants are [Cl:1][C:2]1[CH:8]=[C:7]([O:9][C:10]2[C:19]3[C:14](=[CH:15][C:16]([O:22][CH3:23])=[C:17]([O:20][CH3:21])[CH:18]=3)[N:13]=[CH:12][CH:11]=2)[CH:6]=[CH:5][C:3]=1[NH2:4].ClC(Cl)(O[C:28](=[O:34])OC(Cl)(Cl)Cl)Cl.[NH2:36][C:37]1[CH:42]=[CH:41][C:40]([CH3:43])=[CH:39][N:38]=1.CO. The product is [Cl:1][C:2]1[CH:8]=[C:7]([O:9][C:10]2[C:19]3[C:14](=[CH:15][C:16]([O:22][CH3:23])=[C:17]([O:20][CH3:21])[CH:18]=3)[N:13]=[CH:12][CH:11]=2)[CH:6]=[CH:5][C:3]=1[NH:4][C:28]([NH:36][C:37]1[CH:42]=[CH:41][C:40]([CH3:43])=[CH:39][N:38]=1)=[O:34]. The catalyst is C(Cl)(Cl)Cl.C(N(CC)CC)C.ClCCl. (2) The reactants are [N+:1]([C:4]1[CH:5]=[C:6](O)[CH:7]=[CH:8][CH:9]=1)([O-:3])=[O:2].ClC[C:13]1[O:17][C:16]([C:18]([O:20][CH3:21])=[O:19])=[CH:15][CH:14]=1.[C:22]([O-])([O-])=[O:23].[K+].[K+]. The catalyst is CC(C)=O.O. The product is [N+:1]([C:4]1[CH:5]=[CH:6][C:7]([O:23][CH2:22][C:14]2[CH:15]=[C:16]([C:18]([O:20][CH3:21])=[O:19])[O:17][CH:13]=2)=[CH:8][CH:9]=1)([O-:3])=[O:2]. The yield is 0.900. (3) The reactants are [OH2:1].C[N+]1([O-])[CH2:8][CH2:7][O:6][CH2:5][CH2:4]1.[C:10]([NH:20][CH2:21][CH2:22][CH2:23][CH2:24][C:25]1[CH:30]=[CH:29][C:28](OCC=C)=CC=1)([O:12][CH2:13][C:14]1[CH:19]=[CH:18][CH:17]=[CH:16][CH:15]=1)=[O:11].OS([O-])=O.[Na+].[C:40]([OH:44])(C)(C)C. The catalyst is CC(C)=O.O.[Os](=O)(=O)(=O)=O. The product is [C:10]([NH:20][CH2:21][CH2:22][CH2:23][CH2:24][C:25]1[CH:30]=[CH:29][CH:28]=[CH:8][C:7]=1[O:6][CH2:5][CH:4]([OH:1])[CH2:40][OH:44])([O:12][CH2:13][C:14]1[CH:15]=[CH:16][CH:17]=[CH:18][CH:19]=1)=[O:11]. The yield is 0.620. (4) The reactants are [F:1][C:2]([F:42])([F:41])[C@H:3]([N:28]1[CH2:32][CH2:31][C@H:30]([NH:33]C(=O)OC(C)(C)C)[CH2:29]1)[C:4]1[CH:5]=[CH:6][C:7]2[N:8]([C:10]([C:13]3[CH:22]=[CH:21][C:20]4[C:15](=[C:16]([O:23][CH2:24][C@@H:25]([OH:27])[CH3:26])[CH:17]=[CH:18][CH:19]=4)[N:14]=3)=[N:11][N:12]=2)[CH:9]=1.[Cl:43]CCl. The catalyst is FC(F)(F)C(O)=O. The product is [ClH:43].[ClH:43].[NH2:33][C@H:30]1[CH2:31][CH2:32][N:28]([C@H:3]([C:4]2[CH:5]=[CH:6][C:7]3[N:8]([C:10]([C:13]4[CH:22]=[CH:21][C:20]5[C:15](=[C:16]([O:23][CH2:24][C@@H:25]([OH:27])[CH3:26])[CH:17]=[CH:18][CH:19]=5)[N:14]=4)=[N:11][N:12]=3)[CH:9]=2)[C:2]([F:41])([F:42])[F:1])[CH2:29]1. The yield is 0.250.